This data is from Reaction yield outcomes from USPTO patents with 853,638 reactions. The task is: Predict the reaction yield, written as a fraction of the theoretical maximum amount of product (1.0 means a 100% yield; for example, 0.34 means a 34% yield). (1) The reactants are [F:1][C:2]([F:26])([F:25])[O:3][C:4]1[CH:9]=[CH:8][C:7]([N:10]2[C:14]3[CH:15]=[CH:16][C:17]4[CH:22]=[C:21]([CH:23]=O)[CH:20]=[CH:19][C:18]=4[C:13]=3[N:12]=[CH:11]2)=[CH:6][CH:5]=1.[NH2:27][NH:28][C:29]([NH:31][C:32]1[C:37]([CH3:38])=[CH:36][CH:35]=[CH:34][C:33]=1[CH3:39])=[S:30]. No catalyst specified. The product is [CH3:38][C:37]1[CH:36]=[CH:35][CH:34]=[C:33]([CH3:39])[C:32]=1[NH:31][C:29]([NH:28]/[N:27]=[CH:23]/[C:21]1[CH:20]=[CH:19][C:18]2[C:13]3[N:12]=[CH:11][N:10]([C:7]4[CH:8]=[CH:9][C:4]([O:3][C:2]([F:26])([F:1])[F:25])=[CH:5][CH:6]=4)[C:14]=3[CH:15]=[CH:16][C:17]=2[CH:22]=1)=[S:30]. The yield is 0.480. (2) The reactants are [BH4-].[Na+].[NH2:3][C:4]1[N:9]=[CH:8][N:7]=[C:6]2[N:10]([C:26]3[CH:33]=[CH:32][C:29]([CH:30]=[O:31])=[CH:28][CH:27]=3)[N:11]=[C:12]([C:13]3[CH:18]=[CH:17][C:16]([O:19][C:20]4[CH:25]=[CH:24][CH:23]=[CH:22][CH:21]=4)=[CH:15][CH:14]=3)[C:5]=12.C1COCC1. The yield is 0.360. The product is [NH2:3][C:4]1[N:9]=[CH:8][N:7]=[C:6]2[N:10]([C:26]3[CH:27]=[CH:28][C:29]([CH2:30][OH:31])=[CH:32][CH:33]=3)[N:11]=[C:12]([C:13]3[CH:14]=[CH:15][C:16]([O:19][C:20]4[CH:25]=[CH:24][CH:23]=[CH:22][CH:21]=4)=[CH:17][CH:18]=3)[C:5]=12. The catalyst is CO. (3) The reactants are Br[C:2]1[CH:3]=[CH:4][C:5]([O:34][CH3:35])=[C:6]([N:8]2[C:17]3[C:12](=[CH:13][C:14]([S:18]([O:21][C:22]4[C:27]([F:28])=[C:26]([F:29])[C:25]([F:30])=[C:24]([F:31])[C:23]=4[F:32])(=[O:20])=[O:19])=[CH:15][CH:16]=3)[CH:11]=[CH:10][C:9]2=[O:33])[CH:7]=1.[Cl:36][C:37]1[CH:38]=[C:39](B(O)O)[CH:40]=[C:41]([F:43])[CH:42]=1.C(=O)([O-])[O-].[K+].[K+]. The catalyst is O1CCOCC1.O.C(Cl)Cl.C1C=CC([P]([Pd]([P](C2C=CC=CC=2)(C2C=CC=CC=2)C2C=CC=CC=2)([P](C2C=CC=CC=2)(C2C=CC=CC=2)C2C=CC=CC=2)[P](C2C=CC=CC=2)(C2C=CC=CC=2)C2C=CC=CC=2)(C2C=CC=CC=2)C2C=CC=CC=2)=CC=1. The product is [Cl:36][C:37]1[CH:38]=[C:39]([C:2]2[CH:3]=[CH:4][C:5]([O:34][CH3:35])=[C:6]([N:8]3[C:17]4[C:12](=[CH:13][C:14]([S:18]([O:21][C:22]5[C:23]([F:32])=[C:24]([F:31])[C:25]([F:30])=[C:26]([F:29])[C:27]=5[F:28])(=[O:19])=[O:20])=[CH:15][CH:16]=4)[CH:11]=[CH:10][C:9]3=[O:33])[CH:7]=2)[CH:40]=[C:41]([F:43])[CH:42]=1. The yield is 0.381. (4) The reactants are [C:1](OCC)(=[O:7])[C:2](OCC)=[O:3].[CH3:11][O:12][C:13]1[CH:18]=[CH:17][C:16]([N:19]([CH2:26][C:27]([O:29][CH2:30][CH3:31])=[O:28])[CH2:20][C:21]([O:23][CH2:24][CH3:25])=[O:22])=[CH:15][CH:14]=1.CC[O-].[Na+].C(O)(=O)C. The catalyst is O. The product is [OH:3][C:2]1[C:1]([OH:7])=[C:26]([C:27]([O:29][CH2:30][CH3:31])=[O:28])[N:19]([C:16]2[CH:17]=[CH:18][C:13]([O:12][CH3:11])=[CH:14][CH:15]=2)[C:20]=1[C:21]([O:23][CH2:24][CH3:25])=[O:22]. The yield is 0.710. (5) The reactants are FC(F)(F)C(O)=O.[NH2:8][C@H:9]([CH3:18])[CH2:10][C:11]([N:13]1[CH2:17][CH2:16][CH2:15][CH2:14]1)=[O:12].C(N(CC)C(C)C)(C)C.[Cl:28][C:29]1[CH:37]=[C:36]2[C:32]([C:33]([C:39]3[N:40]=[C:41]4[C:47]([C:48](O)=[O:49])=[CH:46][N:45]([CH2:51][O:52][CH2:53][CH2:54][Si:55]([CH3:58])([CH3:57])[CH3:56])[C:42]4=[N:43][CH:44]=3)=[N:34][N:35]2[CH3:38])=[CH:31][CH:30]=1.CN(C(ON1N=NC2C=CC=NC1=2)=[N+](C)C)C.F[P-](F)(F)(F)(F)F. The product is [CH3:18][C@@H:9]([NH:8][C:48]([C:47]1[C:41]2[C:42](=[N:43][CH:44]=[C:39]([C:33]3[C:32]4[C:36](=[CH:37][C:29]([Cl:28])=[CH:30][CH:31]=4)[N:35]([CH3:38])[N:34]=3)[N:40]=2)[N:45]([CH2:51][O:52][CH2:53][CH2:54][Si:55]([CH3:58])([CH3:57])[CH3:56])[CH:46]=1)=[O:49])[CH2:10][C:11](=[O:12])[N:13]1[CH2:17][CH2:16][CH2:15][CH2:14]1. The catalyst is CN(C=O)C. The yield is 0.960. (6) The reactants are [CH3:1][C:2]([CH3:15])=[CH:3][CH2:4][NH:5][C:6]1[N:14]=[CH:13][N:12]=[C:11]2[C:7]=1[NH:8][CH:9]=[N:10]2.[Br:16][CH2:17][CH2:18]Br.C([O-])([O-])=O.[K+].[K+].C(OCC)(=O)C. The catalyst is CS(C)=O. The product is [CH3:1][C:2]([CH3:15])=[CH:3][CH2:4][NH:5][C:6]1[N:14]=[CH:13][N:12]=[C:11]2[C:7]=1[N:8]=[CH:9][N:10]2[CH2:18][CH2:17][Br:16]. The yield is 0.700.